From a dataset of Reaction yield outcomes from USPTO patents with 853,638 reactions. Predict the reaction yield, written as a fraction of the theoretical maximum amount of product (1.0 means a 100% yield; for example, 0.34 means a 34% yield). (1) The reactants are [CH3:1][C@@H:2]1[CH2:6][CH2:5][CH2:4][NH:3]1.C(=O)([O-])[O-].[Cs+].[Cs+].Cl[CH2:14][CH2:15][O:16][C:17]1[CH:22]=[CH:21][C:20]([I:23])=[CH:19][CH:18]=1. The catalyst is C(#N)C. The product is [I:23][C:20]1[CH:21]=[CH:22][C:17]([O:16][CH2:15][CH2:14][N:3]2[CH2:4][CH2:5][CH2:6][C@H:2]2[CH3:1])=[CH:18][CH:19]=1. The yield is 0.780. (2) The reactants are [H-].[Na+].[CH:3]1([C:6]([C:8]2[C:16]3[C:11](=[N:12][CH:13]=[CH:14][CH:15]=3)[NH:10][N:9]=2)=[O:7])[CH2:5][CH2:4]1.[S:17](Cl)([C:20]1[CH:26]=[CH:25][C:23]([CH3:24])=[CH:22][CH:21]=1)(=[O:19])=[O:18]. The catalyst is CN(C=O)C. The product is [CH:3]1([C:6]([C:8]2[C:16]3[C:11](=[N:12][CH:13]=[CH:14][CH:15]=3)[N:10]([S:17]([C:20]3[CH:26]=[CH:25][C:23]([CH3:24])=[CH:22][CH:21]=3)(=[O:19])=[O:18])[N:9]=2)=[O:7])[CH2:4][CH2:5]1. The yield is 0.700. (3) The reactants are [CH2:1]([Mg]Br)[CH3:2].[CH2:5]([C@@H:12]1[CH2:16][O:15][C:14](=[O:17])[N:13]1[C:18](=[O:26])/[CH:19]=[CH:20]/[CH2:21][C:22]([F:25])([F:24])[F:23])[C:6]1[CH:11]=[CH:10][CH:9]=[CH:8][CH:7]=1.[Br:27]N1C(=O)CCC1=O. The catalyst is C1COCC1.CSC. The product is [CH2:5]([C@@H:12]1[CH2:16][O:15][C:14](=[O:17])[N:13]1[C:18](=[O:26])[C@H:19]([Br:27])[C@@H:20]([CH2:1][CH3:2])[CH2:21][C:22]([F:23])([F:24])[F:25])[C:6]1[CH:11]=[CH:10][CH:9]=[CH:8][CH:7]=1. The yield is 0.595. (4) The reactants are [Cl:1][C:2]1[C:7]([O:8][CH3:9])=[CH:6][CH:5]=[CH:4][C:3]=1[NH:10][C:11](=[O:15])[CH:12]=NO.B(F)(F)F.CC[O:22]CC. No catalyst specified. The product is [Cl:1][C:2]1[C:7]([O:8][CH3:9])=[CH:6][CH:5]=[C:4]2[C:3]=1[NH:10][C:11](=[O:15])[C:12]2=[O:22]. The yield is 0.630. (5) The reactants are [O:1]=[C:2]1[C:10]2([C:22]3[C:13](=[CH:14][C:15]4[O:20][CH2:19][CH2:18][O:17][C:16]=4[CH:21]=3)[O:12][CH2:11]2)[C:9]2[C:4](=[CH:5][CH:6]=[CH:7][CH:8]=2)[N:3]1[CH2:23][C:24]1[C:29]([C:30]([O:32]CC)=[O:31])=[CH:28][CH:27]=[CH:26][N:25]=1.[OH-].[Li+].O1CCCC1.O. The catalyst is CO. The product is [O:1]=[C:2]1[C:10]2([C:22]3[C:13](=[CH:14][C:15]4[O:20][CH2:19][CH2:18][O:17][C:16]=4[CH:21]=3)[O:12][CH2:11]2)[C:9]2[C:4](=[CH:5][CH:6]=[CH:7][CH:8]=2)[N:3]1[CH2:23][C:24]1[C:29]([C:30]([OH:32])=[O:31])=[CH:28][CH:27]=[CH:26][N:25]=1. The yield is 0.910. (6) The reactants are [OH:1][CH:2]1[CH2:7][N:6]([C:8]([O:10][CH2:11][CH3:12])=[O:9])[CH2:5][CH:4]=[CH:3]1.N1C=CN=C1.[Si:18](Cl)([C:21]([CH3:24])([CH3:23])[CH3:22])([CH3:20])[CH3:19]. The catalyst is C(Cl)Cl.CCOCC.O. The product is [Si:18]([O:1][CH:2]1[CH2:7][N:6]([C:8]([O:10][CH2:11][CH3:12])=[O:9])[CH2:5][CH:4]=[CH:3]1)([C:21]([CH3:24])([CH3:23])[CH3:22])([CH3:20])[CH3:19]. The yield is 0.944.